From a dataset of Peptide-MHC class I binding affinity with 185,985 pairs from IEDB/IMGT. Regression. Given a peptide amino acid sequence and an MHC pseudo amino acid sequence, predict their binding affinity value. This is MHC class I binding data. (1) The peptide sequence is AQFSPQYL. The MHC is Mamu-A11 with pseudo-sequence Mamu-A11. The binding affinity (normalized) is 0.319. (2) The peptide sequence is MLQGRGPLR. The MHC is HLA-A33:01 with pseudo-sequence HLA-A33:01. The binding affinity (normalized) is 0.677. (3) The binding affinity (normalized) is 0.0847. The MHC is HLA-B58:01 with pseudo-sequence HLA-B58:01. The peptide sequence is GRTFGKLPY. (4) The peptide sequence is TVPSERGL. The MHC is Mamu-A01 with pseudo-sequence Mamu-A01. The binding affinity (normalized) is 0.333. (5) The binding affinity (normalized) is 1.00. The MHC is HLA-A68:02 with pseudo-sequence HLA-A68:02. The peptide sequence is TIAGGVCYYL. (6) The peptide sequence is VVNYDNSTK. The MHC is HLA-A02:06 with pseudo-sequence HLA-A02:06. The binding affinity (normalized) is 0. (7) The MHC is HLA-A02:06 with pseudo-sequence HLA-A02:06. The peptide sequence is ITGNKVKTEL. The binding affinity (normalized) is 0. (8) The peptide sequence is ALHGSVEEL. The MHC is HLA-A02:01 with pseudo-sequence HLA-A02:01. The binding affinity (normalized) is 0.851. (9) The peptide sequence is TVAEHFHWM. The MHC is HLA-A26:01 with pseudo-sequence HLA-A26:01. The binding affinity (normalized) is 0.723. (10) The peptide sequence is VVIILVFL. The MHC is H-2-Kb with pseudo-sequence H-2-Kb. The binding affinity (normalized) is 0.309.